From a dataset of Forward reaction prediction with 1.9M reactions from USPTO patents (1976-2016). Predict the product of the given reaction. (1) Given the reactants [O:1]1[C:5]2[CH:6]=[CH:7][C:8]([CH:10]([C:12]3[CH:17]=[CH:16][CH:15]=[CH:14][CH:13]=3)[OH:11])=[CH:9][C:4]=2[CH:3]=[CH:2]1.C(N(CC)CC)C.C(Cl)Cl.CS(C)=O, predict the reaction product. The product is: [O:1]1[C:5]2[CH:6]=[CH:7][C:8]([C:10]([C:12]3[CH:13]=[CH:14][CH:15]=[CH:16][CH:17]=3)=[O:11])=[CH:9][C:4]=2[CH:3]=[CH:2]1. (2) The product is: [CH3:1][C:2]1[CH:3]=[CH:4][C:5]([NH:21][C:22]([C:24]2[CH:29]=[CH:28][C:27]([CH2:30][N:31]3[CH2:32][CH2:33][N:34]([CH3:37])[CH2:35][CH2:36]3)=[CH:26][CH:25]=2)=[O:23])=[CH:6][C:7]=1[NH:8][C:9]1[N:10]=[CH:11][CH:12]=[C:13]([C:15]2[CH:16]=[CH:17][CH:18]=[N:19][CH:20]=2)[N:14]=1. Given the reactants [CH3:1][C:2]1[CH:3]=[CH:4][C:5]([NH:21][C:22]([C:24]2[CH:25]=[CH:26][C:27]([CH2:30][N:31]3[CH2:36][CH2:35][N:34]([CH3:37])[CH2:33][CH2:32]3)=[CH:28][CH:29]=2)=[O:23])=[CH:6][C:7]=1[NH:8][C:9]1[N:10]=[CH:11][CH:12]=[C:13]([C:15]2[CH:16]=[CH:17][CH:18]=[N:19][CH:20]=2)[N:14]=1.CS(O)(=O)=O, predict the reaction product. (3) The product is: [C:1]([NH:4][CH:5]([CH2:9][C:10]1[CH:15]=[CH:14][C:13]([Cl:16])=[CH:12][C:11]=1[Cl:17])[C:6]([CH:61]1[CH2:62][CH2:63][C:58]([C:64]([OH:66])=[O:65])([N:52]2[CH2:53][CH2:54][NH:55][CH2:56][CH2:57]2)[CH2:59][CH2:60]1)=[O:8])(=[O:3])[CH3:2]. Given the reactants [C:1]([NH:4][CH:5]([CH2:9][C:10]1[CH:15]=[CH:14][C:13]([Cl:16])=[CH:12][C:11]=1[Cl:17])[C:6]([OH:8])=O)(=[O:3])[CH3:2].CN(C(ON1N=NC2C=CC=CC1=2)=[N+](C)C)C.F[P-](F)(F)(F)(F)F.CCN(C(C)C)C(C)C.Cl.[N:52]1([C:58]2([C:64]([OH:66])=[O:65])[CH2:63][CH2:62][CH2:61][CH2:60][CH2:59]2)[CH2:57][CH2:56][NH:55][CH2:54][CH2:53]1, predict the reaction product. (4) The product is: [CH3:32][O:33][C:34]1[CH:39]=[C:38]([C:2]2[C:3]3[CH:14]=[C:13]([C:15]4[CH:20]=[CH:19][CH:18]=[CH:17][CH:16]=4)[CH:12]=[CH:11][C:4]=3[N:5]([CH3:10])[C:6](=[O:9])[CH2:7][N:8]=2)[CH:37]=[CH:36][CH:35]=1. Given the reactants Cl[C:2]1[C:3]2[CH:14]=[C:13]([C:15]3[CH:20]=[CH:19][CH:18]=[CH:17][CH:16]=3)[CH:12]=[CH:11][C:4]=2[N:5]([CH3:10])[C:6](=[O:9])[CH2:7][N:8]=1.C(C1C=C(B(O)O)C=CC=1)=O.[CH3:32][O:33][C:34]1[CH:35]=[C:36](B(O)O)[CH:37]=[CH:38][CH:39]=1, predict the reaction product.